Dataset: Full USPTO retrosynthesis dataset with 1.9M reactions from patents (1976-2016). Task: Predict the reactants needed to synthesize the given product. (1) Given the product [ClH:37].[F:1][C:2]1[CH:7]=[CH:6][C:5]([C:8]2[C:13]3[C:14](=[O:30])[N:15]4[CH2:22][CH2:21][NH:20][CH2:19][CH:16]4[CH2:17][O:18][C:12]=3[CH:11]=[CH:10][CH:9]=2)=[CH:4][CH:3]=1, predict the reactants needed to synthesize it. The reactants are: [F:1][C:2]1[CH:7]=[CH:6][C:5]([C:8]2[C:13]3[C:14](=[O:30])[N:15]4[CH2:22][CH2:21][N:20](C(OC(C)(C)C)=O)[CH2:19][CH:16]4[CH2:17][O:18][C:12]=3[CH:11]=[CH:10][CH:9]=2)=[CH:4][CH:3]=1.C(OCC)(=O)C.[ClH:37]. (2) Given the product [F:15][C:11]1[CH:10]=[C:9]([C@@H:7]2[CH2:8][C@H:6]2[C:4]([OH:5])=[O:3])[CH:14]=[CH:13][CH:12]=1, predict the reactants needed to synthesize it. The reactants are: C([O:3][C:4]([C@@H:6]1[CH2:8][C@H:7]1[C:9]1[CH:14]=[CH:13][CH:12]=[C:11]([F:15])[CH:10]=1)=[O:5])C.[OH-].[K+].O. (3) Given the product [C:1]1([CH2:7][CH2:8][O:9][C:10]2[N:18]=[C:17]3[C:13]([N:14]=[C:15]([O:27][CH2:25][CH3:26])[N:16]3[CH2:19][CH3:20])=[C:12]([NH2:22])[N:11]=2)[CH:6]=[CH:5][CH:4]=[CH:3][CH:2]=1, predict the reactants needed to synthesize it. The reactants are: [C:1]1([CH2:7][CH2:8][O:9][C:10]2[N:18]=[C:17]3[C:13]([N:14]=[C:15](Br)[N:16]3[CH2:19][CH3:20])=[C:12]([NH2:22])[N:11]=2)[CH:6]=[CH:5][CH:4]=[CH:3][CH:2]=1.[OH-].[Na+].[CH2:25]([OH:27])[CH3:26].